Dataset: Full USPTO retrosynthesis dataset with 1.9M reactions from patents (1976-2016). Task: Predict the reactants needed to synthesize the given product. (1) Given the product [Cl:16][C:13]1[N:14]=[C:9]([C:3]2[CH:4]=[CH:5][C:6]([Cl:8])=[CH:7][C:2]=2[Cl:1])[C:10]([NH2:15])=[N:11][CH:12]=1, predict the reactants needed to synthesize it. The reactants are: [Cl:1][C:2]1[CH:7]=[C:6]([Cl:8])[CH:5]=[CH:4][C:3]=1[C:9]1[C:10]([NH2:15])=[N:11][CH:12]=[CH:13][N:14]=1.[Cl:16]N1C(=O)CCC1=O.O. (2) Given the product [CH2:1]([NH:5][C:6]1[CH:10]=[C:9]([C:11]2[CH:16]=[CH:15][N:14]=[CH:13][CH:12]=2)[S:8][C:7]=1[C:17]([OH:19])=[O:18])[CH2:2][CH2:3][CH3:4], predict the reactants needed to synthesize it. The reactants are: [CH2:1]([NH:5][C:6]1[CH:10]=[C:9]([C:11]2[CH:16]=[CH:15][N:14]=[CH:13][CH:12]=2)[S:8][C:7]=1[C:17]([O:19]C)=[O:18])[CH2:2][CH2:3][CH3:4].C[O-].[Na+].CO.Cl.